This data is from Full USPTO retrosynthesis dataset with 1.9M reactions from patents (1976-2016). The task is: Predict the reactants needed to synthesize the given product. (1) Given the product [CH3:16][O:17][C:18](=[O:41])[CH2:19][CH:20]1[CH2:21][CH2:22][CH:23]([C:26]2[CH:27]=[CH:28][C:29]([C:2]3[CH:3]=[N:4][C:5]([NH:8][C:9]4[CH:14]=[CH:13][CH:12]=[C:11]([F:15])[CH:10]=4)=[N:6][CH:7]=3)=[CH:30][CH:31]=2)[CH2:24][CH2:25]1, predict the reactants needed to synthesize it. The reactants are: Br[C:2]1[CH:3]=[N:4][C:5]([NH:8][C:9]2[CH:14]=[CH:13][CH:12]=[C:11]([F:15])[CH:10]=2)=[N:6][CH:7]=1.[CH3:16][O:17][C:18](=[O:41])[CH2:19][CH:20]1[CH2:25][CH2:24][CH:23]([C:26]2[CH:31]=[CH:30][C:29](B3OC(C)(C)C(C)(C)O3)=[CH:28][CH:27]=2)[CH2:22][CH2:21]1.C(=O)([O-])[O-].[Na+].[Na+]. (2) Given the product [CH:1]1([N:4]([CH2:5][CH:6]2[CH2:7][N:8]([C:10]([C:12]3[CH:13]=[C:14]([CH:27]=[CH:28][C:29]=3[F:30])[CH2:15][C:16]3[C:25]4[C:20](=[CH:21][CH:22]=[CH:23][CH:24]=4)[C:19](=[O:26])[NH:18][N:17]=3)=[O:11])[CH2:9]2)[CH3:31])[CH2:2][CH2:3]1, predict the reactants needed to synthesize it. The reactants are: [CH:1]1([NH:4][CH2:5][CH:6]2[CH2:9][N:8]([C:10]([C:12]3[CH:13]=[C:14]([CH:27]=[CH:28][C:29]=3[F:30])[CH2:15][C:16]3[C:25]4[C:20](=[CH:21][CH:22]=[CH:23][CH:24]=4)[C:19](=[O:26])[NH:18][N:17]=3)=[O:11])[CH2:7]2)[CH2:3][CH2:2]1.[C:31]([O-])([O-])=O.[Na+].[Na+].CI. (3) Given the product [C:11]([O:10][C:9]([N:8]([C:16]1[C:21]([C:22]2[N:38]=[N:37][N:36]([C:39]3[CH:45]=[CH:44][C:42]([NH2:43])=[CH:41][CH:40]=3)[CH:23]=2)=[N:20][C:19]([N:24]2[CH2:29][CH2:28][N:27]([S:30]([CH2:33][CH3:34])(=[O:31])=[O:32])[CH2:26][CH2:25]2)=[CH:18][N:17]=1)[C:6](=[O:7])[O:5][C:1]([CH3:2])([CH3:3])[CH3:4])=[O:15])([CH3:12])([CH3:14])[CH3:13], predict the reactants needed to synthesize it. The reactants are: [C:1]([O:5][C:6]([N:8]([C:16]1[C:21]([C:22]#[CH:23])=[N:20][C:19]([N:24]2[CH2:29][CH2:28][N:27]([S:30]([CH2:33][CH3:34])(=[O:32])=[O:31])[CH2:26][CH2:25]2)=[CH:18][N:17]=1)[C:9](=[O:15])[O:10][C:11]([CH3:14])([CH3:13])[CH3:12])=[O:7])([CH3:4])([CH3:3])[CH3:2].Cl.[N:36]([C:39]1[CH:45]=[CH:44][C:42]([NH2:43])=[CH:41][CH:40]=1)=[N+:37]=[N-:38].O=C1O[C@H]([C@H](CO)O)C([O-])=C1O.[Na+].CCN(C(C)C)C(C)C. (4) Given the product [CH:31]1([CH2:30][O:29][C:22]2[CH:23]=[CH:24][C:25]([CH2:27][CH3:28])=[CH:26][C:21]=2[C:20]2[C:15]3[NH:14][C:13]([CH3:34])=[C:12]([C:10]([NH:9][C@H:6]4[CH2:7][CH2:8][C@@H:3]([NH:2][C:35](=[O:38])[CH2:36][CH3:37])[CH2:4][CH2:5]4)=[O:11])[C:16]=3[N:17]=[CH:18][N:19]=2)[CH2:32][CH2:33]1, predict the reactants needed to synthesize it. The reactants are: Cl.[NH2:2][C@@H:3]1[CH2:8][CH2:7][C@H:6]([NH:9][C:10]([C:12]2[C:16]3[N:17]=[CH:18][N:19]=[C:20]([C:21]4[CH:26]=[C:25]([CH2:27][CH3:28])[CH:24]=[CH:23][C:22]=4[O:29][CH2:30][CH:31]4[CH2:33][CH2:32]4)[C:15]=3[NH:14][C:13]=2[CH3:34])=[O:11])[CH2:5][CH2:4]1.[C:35](Cl)(=[O:38])[CH2:36][CH3:37].